Dataset: Reaction yield outcomes from USPTO patents with 853,638 reactions. Task: Predict the reaction yield, written as a fraction of the theoretical maximum amount of product (1.0 means a 100% yield; for example, 0.34 means a 34% yield). (1) The reactants are [CH:1]1([CH2:6][C@H:7]([CH2:23][O:24]CC2C=CC=CC=2)[C:8]([N:10]2[C@@H:14]([CH2:15][C:16]3[CH:21]=[CH:20][CH:19]=[CH:18][CH:17]=3)[CH2:13][O:12][C:11]2=[O:22])=[O:9])[CH2:5][CH2:4][CH2:3][CH2:2]1.[H][H]. The catalyst is C(O)C.CN(C=O)C.[Pd]. The product is [CH:1]1([CH2:6][C@H:7]([CH2:23][OH:24])[C:8]([N:10]2[C@@H:14]([CH2:15][C:16]3[CH:17]=[CH:18][CH:19]=[CH:20][CH:21]=3)[CH2:13][O:12][C:11]2=[O:22])=[O:9])[CH2:2][CH2:3][CH2:4][CH2:5]1. The yield is 1.00. (2) The reactants are [NH2:1][C:2]1[CH:34]=[CH:33][C:5]([O:6][C:7]2[N:12]=[C:11]([CH3:13])[C:10]([CH2:14][N:15]3[CH2:20][CH2:19][CH:18]([N:21]4[C@H:25]([C:26]5[CH:31]=[CH:30][CH:29]=[CH:28][CH:27]=5)[CH2:24][O:23][C:22]4=[O:32])[CH2:17][CH2:16]3)=[CH:9][CH:8]=2)=[CH:4][CH:3]=1.Br[CH2:36][C:37]([O:39][CH3:40])=[O:38].CCN(C(C)C)C(C)C. The catalyst is CC#N. The product is [CH3:40][O:39][C:37](=[O:38])[CH2:36][NH:1][C:2]1[CH:3]=[CH:4][C:5]([O:6][C:7]2[CH:8]=[CH:9][C:10]([CH2:14][N:15]3[CH2:16][CH2:17][CH:18]([N:21]4[C@H:25]([C:26]5[CH:27]=[CH:28][CH:29]=[CH:30][CH:31]=5)[CH2:24][O:23][C:22]4=[O:32])[CH2:19][CH2:20]3)=[C:11]([CH3:13])[N:12]=2)=[CH:33][CH:34]=1. The yield is 0.600. (3) The reactants are C1(P(C2C=CC=CC=2)C2C=CC=CC=2)C=CC=CC=1.CC(OC(/N=N/C(OC(C)C)=O)=O)C.[CH2:34]([O:36][C:37]1[CH:38]=[C:39]([C@H:45]([N:49]2[C:57](=[O:58])[C:56]3[C:51](=[CH:52][CH:53]=[CH:54][C:55]=3[NH:59][C:60]([CH:62]3[CH2:64][CH2:63]3)=[O:61])[CH2:50]2)[CH2:46][CH2:47]O)[CH:40]=[CH:41][C:42]=1[O:43][CH3:44])[CH3:35].[CH3:65][S-].[Na+].O[O:69][S:70]([O-:72])=O.[K+]. The catalyst is C1COCC1.CO.O. The product is [CH2:34]([O:36][C:37]1[CH:38]=[C:39]([C@H:45]([N:49]2[C:57](=[O:58])[C:56]3[C:51](=[CH:52][CH:53]=[CH:54][C:55]=3[NH:59][C:60]([CH:62]3[CH2:64][CH2:63]3)=[O:61])[CH2:50]2)[CH2:46][CH2:47][S:70]([CH3:65])(=[O:72])=[O:69])[CH:40]=[CH:41][C:42]=1[O:43][CH3:44])[CH3:35]. The yield is 0.0500. (4) The reactants are [O:1]1[C:5]2([CH2:10][CH2:9][N:8]([C:11]([C:13]3[NH:14][C:15]4[C:20]([CH:21]=3)=[CH:19][C:18]([C:22]([N:24]3[CH2:29][CH2:28][N:27]([CH:30]([CH3:32])[CH3:31])[CH2:26][CH2:25]3)=[O:23])=[CH:17][CH:16]=4)=[O:12])[CH2:7][CH2:6]2)[O:4][CH2:3][CH2:2]1.[H-].[Na+].[CH:35]1([CH2:38]Br)[CH2:37][CH2:36]1. The catalyst is CN(C)C=O. The yield is 0.760. The product is [CH:35]1([CH2:38][N:14]2[C:15]3[C:20](=[CH:19][C:18]([C:22]([N:24]4[CH2:25][CH2:26][N:27]([CH:30]([CH3:32])[CH3:31])[CH2:28][CH2:29]4)=[O:23])=[CH:17][CH:16]=3)[CH:21]=[C:13]2[C:11]([N:8]2[CH2:9][CH2:10][C:5]3([O:4][CH2:3][CH2:2][O:1]3)[CH2:6][CH2:7]2)=[O:12])[CH2:37][CH2:36]1.